This data is from Reaction yield outcomes from USPTO patents with 853,638 reactions. The task is: Predict the reaction yield, written as a fraction of the theoretical maximum amount of product (1.0 means a 100% yield; for example, 0.34 means a 34% yield). (1) The catalyst is O1CCCC1.CC(C)[O-].CC(C)[O-].CC(C)[O-].CC(C)[O-].[Ti+4].O. The product is [Cl:1][C:2]1[CH:9]=[CH:8][C:5](/[CH:6]=[N:16]/[S:14]([C:11]([CH3:13])([CH3:12])[CH3:10])=[O:15])=[CH:4][CH:3]=1. The yield is 0.787. The reactants are [Cl:1][C:2]1[CH:9]=[CH:8][C:5]([CH:6]=O)=[CH:4][CH:3]=1.[CH3:10][C:11]([S@@:14]([NH2:16])=[O:15])([CH3:13])[CH3:12].CC([S@](N)=O)(C)C.C(Cl)Cl. (2) The reactants are [Cl:1][C:2]1[CH:33]=[CH:32][C:5]([CH2:6][CH2:7][NH:8][C:9]([C:11]2[CH:31]=[CH:30][C:14]([O:15][C:16]3[CH:25]=[C:24]4[C:19]([CH:20]([C:26]([O:28]C)=[O:27])[CH2:21][CH2:22][O:23]4)=[CH:18][CH:17]=3)=[CH:13][CH:12]=2)=[O:10])=[CH:4][CH:3]=1.CO.[OH-].[Na+]. The yield is 0.378. The product is [Cl:1][C:2]1[CH:3]=[CH:4][C:5]([CH2:6][CH2:7][NH:8][C:9]([C:11]2[CH:12]=[CH:13][C:14]([O:15][C:16]3[CH:25]=[C:24]4[C:19]([CH:20]([C:26]([OH:28])=[O:27])[CH2:21][CH2:22][O:23]4)=[CH:18][CH:17]=3)=[CH:30][CH:31]=2)=[O:10])=[CH:32][CH:33]=1. The catalyst is C1COCC1.C(Cl)Cl. (3) The reactants are CS(O[CH2:6][CH2:7][CH2:8][N:9]([S:22]([C:25]1[CH:30]=[CH:29][CH:28]=[CH:27][C:26]=1[N+:31]([O-:33])=[O:32])(=[O:24])=[O:23])[CH2:10][CH2:11][N:12]1[CH:17]=[CH:16][C:15]2[CH:18]=[CH:19][O:20][C:14]=2[C:13]1=[O:21])(=O)=O.[I-:34].[Na+].CC(C)=O. The catalyst is O. The product is [I:34][CH2:6][CH2:7][CH2:8][N:9]([CH2:10][CH2:11][N:12]1[CH:17]=[CH:16][C:15]2[CH:18]=[CH:19][O:20][C:14]=2[C:13]1=[O:21])[S:22]([C:25]1[CH:30]=[CH:29][CH:28]=[CH:27][C:26]=1[N+:31]([O-:33])=[O:32])(=[O:24])=[O:23]. The yield is 0.930. (4) The reactants are [O:1]1[CH2:6][CH2:5][N:4]([C:7]2[N:12]=[C:11]([N:13]3[CH2:18][CH2:17][O:16][CH2:15][CH2:14]3)[N:10]=[C:9]([C:19]3[CH:24]=[CH:23][C:22]([CH2:25][C:26]([OH:28])=O)=[CH:21][CH:20]=3)[N:8]=2)[CH2:3][CH2:2]1.[NH2:29][C:30]1[CH:31]=[N:32][CH:33]=[CH:34][CH:35]=1. No catalyst specified. The product is [N:4]1([C:7]2[N:12]=[C:11]([N:13]3[CH2:18][CH2:17][O:16][CH2:15][CH2:14]3)[N:10]=[C:9]([C:19]3[CH:20]=[CH:21][C:22]([CH2:25][C:26]([NH:29][C:30]4[CH:31]=[N:32][CH:33]=[CH:34][CH:35]=4)=[O:28])=[CH:23][CH:24]=3)[N:8]=2)[CH2:5][CH2:6][O:1][CH2:2][CH2:3]1. The yield is 0.440.